Dataset: Full USPTO retrosynthesis dataset with 1.9M reactions from patents (1976-2016). Task: Predict the reactants needed to synthesize the given product. (1) Given the product [Br:1][C:2]1[CH:7]=[C:6]([CH2:8][CH2:9][N:20]([CH3:21])[CH3:19])[CH:5]=[N:4][C:3]=1[C:13]([F:16])([F:15])[F:14], predict the reactants needed to synthesize it. The reactants are: [Br:1][C:2]1[C:3]([C:13]([F:16])([F:15])[F:14])=[N:4][CH:5]=[C:6](/[CH:8]=[CH:9]/OCC)[CH:7]=1.O.Cl.[CH3:19][NH:20][CH3:21].C(O[BH-](OC(=O)C)OC(=O)C)(=O)C.[Na+]. (2) Given the product [Cl:39][C:31]1([C:24]2[CH:25]=[CH:26][CH:27]=[C:28]([O:29][CH3:30])[C:23]=2[O:22][CH3:21])[C:4]2[C:5](=[CH:6][CH:7]=[C:2]([Cl:1])[CH:3]=2)[NH:8][C:9]1=[O:15], predict the reactants needed to synthesize it. The reactants are: [Cl:1][C:2]1[CH:7]=[CH:6][C:5]([NH:8][C:9](=[O:15])OC(C)(C)C)=[CH:4][CH:3]=1.C([Li])(C)(C)C.[CH3:21][O:22][C:23]1[C:28]([O:29][CH3:30])=[CH:27][CH:26]=[CH:25][C:24]=1[C:31](=O)C(OCC)=O.[NH4+].[Cl-:39]. (3) Given the product [F:1][C:2]1[CH:10]=[CH:9][CH:8]=[CH:7][C:3]=1[CH2:4][CH2:5][NH:6][C:26](=[O:27])[C:25]1[CH:29]=[CH:30][C:22]([C:21]([F:20])([F:31])[F:32])=[CH:23][CH:24]=1, predict the reactants needed to synthesize it. The reactants are: [F:1][C:2]1[CH:10]=[CH:9][CH:8]=[CH:7][C:3]=1[CH2:4][CH2:5][NH2:6].C(N(C(C)C)CC)(C)C.[F:20][C:21]([F:32])([F:31])[C:22]1[CH:30]=[CH:29][C:25]([C:26](Cl)=[O:27])=[CH:24][CH:23]=1.